From a dataset of Forward reaction prediction with 1.9M reactions from USPTO patents (1976-2016). Predict the product of the given reaction. (1) Given the reactants [Br:1][C:2]1[CH:7]=[CH:6][C:5]([CH2:8][C:9]([C:11]2[CH:22]=[N:21][C:14]3[O:15][CH2:16][C:17](=[O:20])[N:18]([CH3:19])[C:13]=3[CH:12]=2)=[O:10])=[C:4]([Cl:23])[CH:3]=1.[H-].[Na+].[CH3:26]I, predict the reaction product. The product is: [Br:1][C:2]1[CH:7]=[CH:6][C:5]([CH:8]([CH3:26])[C:9]([C:11]2[CH:22]=[N:21][C:14]3[O:15][CH2:16][C:17](=[O:20])[N:18]([CH3:19])[C:13]=3[CH:12]=2)=[O:10])=[C:4]([Cl:23])[CH:3]=1. (2) Given the reactants C([BH3-])#N.[Na+].[Si:5]([O:12][C@H:13]1[CH2:17][NH:16][C@@H:15]([C:18]([O:20][CH3:21])=[O:19])[C@@H:14]1[CH3:22])([C:8]([CH3:11])([CH3:10])[CH3:9])([CH3:7])[CH3:6].[Si](O[C@H]1CN[C@H](C(OC)=O)[C@@H]1C)(C(C)(C)C)(C)C.C(=O)([O:43][C:44]([O:46][C:47]([CH3:50])([CH3:49])[CH3:48])=O)N.CC(OC(OC(OC(C)(C)C)=O)=O)(C)C, predict the reaction product. The product is: [C:44]([N:16]1[CH2:17][C@H:13]([O:12][Si:5]([C:8]([CH3:11])([CH3:10])[CH3:9])([CH3:6])[CH3:7])[C@@H:14]([CH3:22])[C@H:15]1[C:18]([O:20][CH3:21])=[O:19])([O:46][C:47]([CH3:50])([CH3:49])[CH3:48])=[O:43]. (3) Given the reactants Br[C:2]1[CH:7]=[C:6]([N+:8]([O-:10])=[O:9])[CH:5]=[C:4]([O:11][CH3:12])[CH:3]=1.[CH3:13][C@H:14]1[CH2:18][CH2:17][CH2:16][NH:15]1.C1C=CC(P(C2C(C3C(P(C4C=CC=CC=4)C4C=CC=CC=4)=CC=C4C=3C=CC=C4)=C3C(C=CC=C3)=CC=2)C2C=CC=CC=2)=CC=1.C([O-])([O-])=O.[Cs+].[Cs+], predict the reaction product. The product is: [CH3:12][O:11][C:4]1[CH:3]=[C:2]([N:15]2[CH2:16][CH2:17][CH2:18][C@@H:14]2[CH3:13])[CH:7]=[C:6]([N+:8]([O-:10])=[O:9])[CH:5]=1. (4) Given the reactants [CH3:1][O:2][C:3]1[CH:8]=[CH:7][C:6]([C:9]([F:12])([F:11])[F:10])=[CH:5][C:4]=1[OH:13].[Cl:14][C:15]1[CH:20]=[C:19]([S:21]([CH3:24])(=[O:23])=[O:22])[CH:18]=[CH:17][C:16]=1F.C(=O)([O-])[O-].[K+].[K+], predict the reaction product. The product is: [Cl:14][C:15]1[CH:20]=[C:19]([S:21]([CH3:24])(=[O:23])=[O:22])[CH:18]=[CH:17][C:16]=1[O:13][C:4]1[CH:5]=[C:6]([C:9]([F:11])([F:10])[F:12])[CH:7]=[CH:8][C:3]=1[O:2][CH3:1]. (5) Given the reactants [OH:1][C:2]1[CH:7]=[CH:6][CH:5]=[C:4]([OH:8])[C:3]=1[C:9](=[O:11])[CH3:10].C(=O)([O-])[O-].[K+].[K+].Br[CH2:19][CH2:20][CH2:21][Cl:22].O, predict the reaction product. The product is: [Cl:22][CH2:21][CH2:20][CH2:19][O:1][C:2]1[C:3]([C:9](=[O:11])[CH3:10])=[C:4]([OH:8])[CH:5]=[CH:6][CH:7]=1. (6) Given the reactants Cl[C:2]1[N:7]=[C:6]([C:8]2[N:12]3[CH:13]=[CH:14][CH:15]=[CH:16][C:11]3=[N:10][CH:9]=2)[C:5]([Cl:17])=[CH:4][N:3]=1.[NH2:18][C:19]1[CH:24]=[CH:23][C:22]([N:25]2[CH2:30][CH2:29][N:28]([C:31](=[O:33])[CH3:32])[CH2:27][CH2:26]2)=[CH:21][C:20]=1[O:34][CH3:35].O.C1(C)C=CC(S(O)(=O)=O)=CC=1.C(=O)([O-])[O-].[K+].[K+], predict the reaction product. The product is: [Cl:17][C:5]1[C:6]([C:8]2[N:12]3[CH:13]=[CH:14][CH:15]=[CH:16][C:11]3=[N:10][CH:9]=2)=[N:7][C:2]([NH:18][C:19]2[CH:24]=[CH:23][C:22]([N:25]3[CH2:30][CH2:29][N:28]([C:31](=[O:33])[CH3:32])[CH2:27][CH2:26]3)=[CH:21][C:20]=2[O:34][CH3:35])=[N:3][CH:4]=1. (7) Given the reactants [CH3:1][C:2]([CH3:14])([CH3:13])[C:3]#[C:4][C:5]1[CH:12]=[CH:11][C:8]([CH:9]=O)=[CH:7][CH:6]=1.[NH:15]1[CH2:18][CH:17]([C:19]([OH:21])=[O:20])[CH2:16]1.CC(O)=O.C([BH3-])#N, predict the reaction product. The product is: [CH3:1][C:2]([CH3:14])([CH3:13])[C:3]#[C:4][C:5]1[CH:12]=[CH:11][C:8]([CH2:9][N:15]2[CH2:18][CH:17]([C:19]([OH:21])=[O:20])[CH2:16]2)=[CH:7][CH:6]=1. (8) Given the reactants N1C=CC=CC=1.[F:7][C:8]1[CH:13]=[CH:12][C:11]([C:14]2[NH:18][N:17]=[CH:16][C:15]=2[C:19]([OH:21])=O)=[CH:10][CH:9]=1.[CH3:22][CH:23]1[NH:27][CH2:26][C:25]([C:29]2[CH:34]=[CH:33][CH:32]=[CH:31][CH:30]=2)([OH:28])[CH2:24]1.CN(C(ON1N=NC2C=CC=CC1=2)=[N+](C)C)C.[B-](F)(F)(F)F, predict the reaction product. The product is: [F:7][C:8]1[CH:9]=[CH:10][C:11]([C:14]2[NH:18][N:17]=[CH:16][C:15]=2[C:19]([N:27]2[CH:23]([CH3:22])[CH2:24][C:25]([C:29]3[CH:34]=[CH:33][CH:32]=[CH:31][CH:30]=3)([OH:28])[CH2:26]2)=[O:21])=[CH:12][CH:13]=1. (9) Given the reactants [H-].[Na+].[C:3]([NH:6][C:7]1[C:8]([NH:32][C:33](=[O:36])[CH2:34]Cl)=[C:9]([C:13]2[NH:14][C:15]3[C:20]([C:21]=2[CH:22]2[CH2:27][CH2:26][CH2:25][CH2:24][CH2:23]2)=[CH:19][CH:18]=[C:17]([C:28]([O:30][CH3:31])=[O:29])[CH:16]=3)[CH:10]=[CH:11][CH:12]=1)(=[O:5])[CH3:4], predict the reaction product. The product is: [C:3]([NH:6][C:7]1[C:8]2[NH:32][C:33](=[O:36])[CH2:34][N:14]3[C:15]4[CH:16]=[C:17]([C:28]([O:30][CH3:31])=[O:29])[CH:18]=[CH:19][C:20]=4[C:21]([CH:22]4[CH2:27][CH2:26][CH2:25][CH2:24][CH2:23]4)=[C:13]3[C:9]=2[CH:10]=[CH:11][CH:12]=1)(=[O:5])[CH3:4]. (10) Given the reactants [CH2:1]1[C:4]2([CH2:7][CH:6]([NH2:8])[CH2:5]2)[CH2:3][S:2]1(=[O:10])=[O:9].[Cl:11][C:12]1[CH:17]=[CH:16][C:15](F)=[C:14]([N+:19]([O-:21])=[O:20])[CH:13]=1.C(=O)([O-])[O-].[K+].[K+].C(N(CC)CC)C, predict the reaction product. The product is: [Cl:11][C:12]1[CH:17]=[CH:16][C:15]([NH:8][CH:6]2[CH2:7][C:4]3([CH2:3][S:2](=[O:10])(=[O:9])[CH2:1]3)[CH2:5]2)=[C:14]([N+:19]([O-:21])=[O:20])[CH:13]=1.